This data is from Reaction yield outcomes from USPTO patents with 853,638 reactions. The task is: Predict the reaction yield, written as a fraction of the theoretical maximum amount of product (1.0 means a 100% yield; for example, 0.34 means a 34% yield). The reactants are [NH2:1][C:2]1[CH:3]=[C:4]2[C:8](=[CH:9][C:10]=1[N+:11]([O-:13])=[O:12])[C:7](=[O:14])[NH:6][C:5]2=[O:15].[F:16][C:17]1[N:22]=[CH:21][C:20](N)=[CH:19][CH:18]=1.N1C=CN=C1. The catalyst is C1(OC2C=CC=CC=2)C=CC=CC=1. The product is [NH2:1][C:2]1[CH:3]=[C:4]2[C:8](=[CH:9][C:10]=1[N+:11]([O-:13])=[O:12])[C:7](=[O:14])[N:6]([C:20]1[CH:21]=[N:22][C:17]([F:16])=[CH:18][CH:19]=1)[C:5]2=[O:15]. The yield is 0.127.